From a dataset of Catalyst prediction with 721,799 reactions and 888 catalyst types from USPTO. Predict which catalyst facilitates the given reaction. (1) Product: [OH:41][C:14]1[CH:15]=[C:16]([OH:33])[C:17]([C:19]2[O:23][N:22]=[C:21]([CH3:24])[C:20]=2[C:25]2[CH:26]=[CH:27][C:28]([O:31][CH3:32])=[CH:29][CH:30]=2)=[CH:18][C:13]=1[CH:12]=[CH:11][C:10]([OH:49])=[O:9]. Reactant: B(Cl)(Cl)Cl.C([O:9][C:10](=[O:49])[CH:11]=[CH:12][C:13]1[CH:18]=[C:17]([C:19]2[O:23][N:22]=[C:21]([CH3:24])[C:20]=2[C:25]2[CH:30]=[CH:29][C:28]([O:31][CH3:32])=[CH:27][CH:26]=2)[C:16]([O:33]CC2C=CC=CC=2)=[CH:15][C:14]=1[O:41]CC1C=CC=CC=1)(C)(C)C.C(=O)=O.CC(C)=O.O. The catalyst class is: 96. (2) Reactant: N1C=CC=CC=1.[Cl:7][C:8]1[CH:13]=[CH:12][C:11]([C:14]2[CH:15]=[CH:16][C:17]([C:20]#[C:21][C:22]3[CH:23]=[CH:24][C:25]([N:28]4[CH2:32][CH2:31][C@@H:30]([OH:33])[CH2:29]4)=[N:26][CH:27]=3)=[N:18][CH:19]=2)=[CH:10][CH:9]=1.C([O-])(O)=O.[Na+].C(OC)(C)(C)C. Product: [Cl:7][C:8]1[CH:13]=[CH:12][C:11]([C:14]2[CH:15]=[CH:16][C:17]([C:20]#[C:21][C:22]3[CH:23]=[CH:24][C:25]([N:28]4[CH2:32][CH2:31][C:30](=[O:33])[CH2:29]4)=[N:26][CH:27]=3)=[N:18][CH:19]=2)=[CH:10][CH:9]=1. The catalyst class is: 2. (3) Reactant: [Cl:1][C:2]1[CH:7]=[CH:6][C:5]([C:8]2[N:12]([CH:13]([CH:17]3[CH2:22][CH2:21][CH2:20][CH2:19][CH2:18]3)[C:14](O)=[O:15])[C:11]3[CH:23]=[C:24]([F:28])[C:25]([F:27])=[CH:26][C:10]=3[N:9]=2)=[C:4]([CH3:29])[CH:3]=1.[H-].[Al+3].[Li+].[H-].[H-].[H-].C(C(C(C([O-])=O)O)O)([O-])=O.[K+].[Na+].C(OCC)(=O)C. Product: [Cl:1][C:2]1[CH:7]=[CH:6][C:5]([C:8]2[N:12]([CH:13]([CH:17]3[CH2:18][CH2:19][CH2:20][CH2:21][CH2:22]3)[CH2:14][OH:15])[C:11]3[CH:23]=[C:24]([F:28])[C:25]([F:27])=[CH:26][C:10]=3[N:9]=2)=[C:4]([CH3:29])[CH:3]=1. The catalyst class is: 7.